This data is from Forward reaction prediction with 1.9M reactions from USPTO patents (1976-2016). The task is: Predict the product of the given reaction. (1) Given the reactants C[O:2][C:3](=[O:20])[C:4]1[C:9]([O:10][C:11]2[CH:16]=[C:15]([Cl:17])[CH:14]=[CH:13][C:12]=2[Cl:18])=[CH:8][C:7]([CH3:19])=[N:6][CH:5]=1.O.O.[OH-].[Li+:24], predict the reaction product. The product is: [Cl:18][C:12]1[CH:13]=[CH:14][C:15]([Cl:17])=[CH:16][C:11]=1[O:10][C:9]1[C:4]([C:3]([O-:20])=[O:2])=[CH:5][N:6]=[C:7]([CH3:19])[CH:8]=1.[Li+:24]. (2) Given the reactants C(OC(=O)[NH:7][C:8]1[CH:13]=[C:12]([O:14][C:15]2[N:20]=[C:19]3[S:21][C:22]([NH:24][C:25](=[O:27])[CH3:26])=[N:23][C:18]3=[CH:17][CH:16]=2)[CH:11]=[CH:10][C:9]=1[F:28])(C)(C)C, predict the reaction product. The product is: [NH2:7][C:8]1[CH:13]=[C:12]([CH:11]=[CH:10][C:9]=1[F:28])[O:14][C:15]1[N:20]=[C:19]2[S:21][C:22]([NH:24][C:25](=[O:27])[CH3:26])=[N:23][C:18]2=[CH:17][CH:16]=1.